This data is from Catalyst prediction with 721,799 reactions and 888 catalyst types from USPTO. The task is: Predict which catalyst facilitates the given reaction. Reactant: [CH3:1][O:2][C:3]([C:5]1([C:13](OC)=[O:14])[CH2:8][CH:7]([CH2:9][CH2:10][CH2:11][CH3:12])[CH2:6]1)=[O:4].[H-].C([Al+]CC(C)C)C(C)C. Product: [CH3:1][O:2][C:3]([C:5]1([CH:13]=[O:14])[CH2:6][CH:7]([CH2:9][CH2:10][CH2:11][CH3:12])[CH2:8]1)=[O:4]. The catalyst class is: 27.